Dataset: NCI-60 drug combinations with 297,098 pairs across 59 cell lines. Task: Regression. Given two drug SMILES strings and cell line genomic features, predict the synergy score measuring deviation from expected non-interaction effect. (1) Drug 1: C1=NC2=C(N=C(N=C2N1C3C(C(C(O3)CO)O)O)F)N. Drug 2: CC1=C(C=C(C=C1)C(=O)NC2=CC(=CC(=C2)C(F)(F)F)N3C=C(N=C3)C)NC4=NC=CC(=N4)C5=CN=CC=C5. Cell line: HL-60(TB). Synergy scores: CSS=42.9, Synergy_ZIP=0.899, Synergy_Bliss=-2.63, Synergy_Loewe=-8.95, Synergy_HSA=-9.34. (2) Drug 1: C1=CC(=CC=C1CCC2=CNC3=C2C(=O)NC(=N3)N)C(=O)NC(CCC(=O)O)C(=O)O. Drug 2: C1CN(CCN1C(=O)CCBr)C(=O)CCBr. Cell line: OVCAR-8. Synergy scores: CSS=37.5, Synergy_ZIP=-9.18, Synergy_Bliss=-12.9, Synergy_Loewe=-20.7, Synergy_HSA=-9.77. (3) Cell line: SK-MEL-2. Drug 2: CC1OCC2C(O1)C(C(C(O2)OC3C4COC(=O)C4C(C5=CC6=C(C=C35)OCO6)C7=CC(=C(C(=C7)OC)O)OC)O)O. Synergy scores: CSS=42.0, Synergy_ZIP=3.62, Synergy_Bliss=2.51, Synergy_Loewe=1.91, Synergy_HSA=6.06. Drug 1: C1=CC(=CC=C1CCC2=CNC3=C2C(=O)NC(=N3)N)C(=O)NC(CCC(=O)O)C(=O)O. (4) Synergy scores: CSS=37.2, Synergy_ZIP=-9.49, Synergy_Bliss=-3.34, Synergy_Loewe=-20.4, Synergy_HSA=0.674. Cell line: UO-31. Drug 2: COC1=CC(=CC(=C1O)OC)C2C3C(COC3=O)C(C4=CC5=C(C=C24)OCO5)OC6C(C(C7C(O6)COC(O7)C8=CC=CS8)O)O. Drug 1: CC1=C2C(C(=O)C3(C(CC4C(C3C(C(C2(C)C)(CC1OC(=O)C(C(C5=CC=CC=C5)NC(=O)OC(C)(C)C)O)O)OC(=O)C6=CC=CC=C6)(CO4)OC(=O)C)OC)C)OC.